Task: Regression. Given a peptide amino acid sequence and an MHC pseudo amino acid sequence, predict their binding affinity value. This is MHC class I binding data.. Dataset: Peptide-MHC class I binding affinity with 185,985 pairs from IEDB/IMGT The peptide sequence is ESENISEPY. The MHC is HLA-A03:01 with pseudo-sequence HLA-A03:01. The binding affinity (normalized) is 0.0847.